From a dataset of Catalyst prediction with 721,799 reactions and 888 catalyst types from USPTO. Predict which catalyst facilitates the given reaction. Reactant: [CH3:1][C:2]1[CH:3]=[C:4]([CH:9]2[CH2:14][CH:13]([NH:15][C:16]([C:18]3[CH:23]=[CH:22][CH:21]=[CH:20][CH:19]=3)=[O:17])[CH2:12][N:11]([C:24]([C:26]3([NH:30]C(=O)OC(C)(C)C)[CH2:29][CH2:28][CH2:27]3)=[O:25])[CH2:10]2)[CH:5]=[CH:6][C:7]=1[CH3:8].[ClH:38]. Product: [ClH:38].[NH2:30][C:26]1([C:24]([N:11]2[CH2:10][CH:9]([C:4]3[CH:5]=[CH:6][C:7]([CH3:8])=[C:2]([CH3:1])[CH:3]=3)[CH2:14][CH:13]([NH:15][C:16]([C:18]3[CH:19]=[CH:20][CH:21]=[CH:22][CH:23]=3)=[O:17])[CH2:12]2)=[O:25])[CH2:27][CH2:28][CH2:29]1. The catalyst class is: 12.